This data is from Forward reaction prediction with 1.9M reactions from USPTO patents (1976-2016). The task is: Predict the product of the given reaction. (1) The product is: [F:1][C:2]1[CH:3]=[CH:4][C:5]([CH:8]([NH2:15])[C:25]([CH3:28])([CH3:27])[CH3:26])=[N:6][CH:7]=1. Given the reactants [F:1][C:2]1[CH:3]=[CH:4][C:5]([CH:8]=O)=[N:6][CH:7]=1.[Li+].C[Si]([N-:15][Si](C)(C)C)(C)C.CCCCC.[C:25]([Li])([CH3:28])([CH3:27])[CH3:26], predict the reaction product. (2) The product is: [CH2:21]([O:23][C:24]([C@@:7]1([N:10]2[CH:11]=[CH:12][C:13](=[O:14])[NH:15][C:16]2=[O:17])[O:6][C@H:5]([CH2:18][OH:19])[C@@H:4]([OH:3])[C@H:8]1[OH:9])=[O:25])[CH3:22]. Given the reactants CC1(C)[O:9][CH:8]2[CH:4]([CH:5]([CH2:18][OH:19])[O:6][CH:7]2[N:10]2[C:16](=[O:17])[NH:15][C:13](=[O:14])[CH:12]=[CH:11]2)[O:3]1.[CH2:21]([O:23][C:24](Cl)=[O:25])[CH3:22].C(Cl)(Cl)Cl.CO, predict the reaction product. (3) Given the reactants [CH3:1][O:2][C:3]1[N:12]=[C:11]2[C:6]([CH:7]=[C:8]([C:14]([NH:16][C:17]3[CH:18]=[C:19]([CH:24]=[CH:25][C:26]=3[CH3:27])[C:20]([O:22]C)=[O:21])=[O:15])[C:9](=[O:13])[NH:10]2)=[CH:5][CH:4]=1.[OH-].[Na+], predict the reaction product. The product is: [CH3:1][O:2][C:3]1[N:12]=[C:11]2[C:6]([CH:7]=[C:8]([C:14]([NH:16][C:17]3[CH:18]=[C:19]([CH:24]=[CH:25][C:26]=3[CH3:27])[C:20]([OH:22])=[O:21])=[O:15])[C:9](=[O:13])[NH:10]2)=[CH:5][CH:4]=1.